This data is from Catalyst prediction with 721,799 reactions and 888 catalyst types from USPTO. The task is: Predict which catalyst facilitates the given reaction. (1) Reactant: Cl.[NH2:2][CH2:3][C:4]([O:6][C:7]([CH3:10])([CH3:9])[CH3:8])=[O:5].[Cl:11][C:12]1[CH:13]=[C:14]2[C:19](=[CH:20][CH:21]=1)[C:18]1([CH2:26][CH2:25][CH2:24][CH2:23][CH2:22]1)[C:17](=[O:27])[C:16]([C:28](OCC)=[O:29])=[C:15]2[OH:33].C(N(C(C)C)C(C)C)C. Product: [Cl:11][C:12]1[CH:13]=[C:14]2[C:19](=[CH:20][CH:21]=1)[C:18]1([CH2:26][CH2:25][CH2:24][CH2:23][CH2:22]1)[C:17](=[O:27])[C:16]([C:28]([NH:2][CH2:3][C:4]([O:6][C:7]([CH3:10])([CH3:9])[CH3:8])=[O:5])=[O:29])=[C:15]2[OH:33]. The catalyst class is: 225. (2) Reactant: [O:1]=[C:2]1[C:10]2([CH2:14][O:13][C:12]3[CH:15]=[C:16]4[C:20](=[CH:21][C:11]2=3)[CH2:19][CH2:18][O:17]4)[C:9]2[C:4](=[CH:5][CH:6]=[CH:7][CH:8]=2)[N:3]1[CH2:22][C:23]1[CH:30]=[CH:29][C:26]([C:27]#[N:28])=[CH:25][CH:24]=1.[NH2:31][OH:32]. Product: [OH:32][N:31]=[C:27]([C:26]1[CH:29]=[CH:30][C:23]([CH2:22][N:3]2[C:4]3[C:9](=[CH:8][CH:7]=[CH:6][CH:5]=3)[C:10]3([CH2:14][O:13][C:12]4[CH:15]=[C:16]5[C:20](=[CH:21][C:11]3=4)[CH2:19][CH2:18][O:17]5)[C:2]2=[O:1])=[CH:24][CH:25]=1)[NH2:28]. The catalyst class is: 58. (3) Reactant: [C:1]([N:4]1[CH2:9][CH2:8][CH:7]([N:10]2[C:19]3[C:14](=[CH:15][C:16]([O:20]CC4C=CC=CC=4)=[CH:17][CH:18]=3)[C:13](=[O:28])[N:12]([CH2:29][C:30]3[CH:35]=[CH:34][C:33]([O:36][CH3:37])=[C:32]([O:38][CH3:39])[CH:31]=3)[C:11]2=[O:40])[CH2:6][CH2:5]1)(=[O:3])[CH3:2].C([O-])=O.[NH4+]. Product: [C:1]([N:4]1[CH2:5][CH2:6][CH:7]([N:10]2[C:19]3[C:14](=[CH:15][C:16]([OH:20])=[CH:17][CH:18]=3)[C:13](=[O:28])[N:12]([CH2:29][C:30]3[CH:35]=[CH:34][C:33]([O:36][CH3:37])=[C:32]([O:38][CH3:39])[CH:31]=3)[C:11]2=[O:40])[CH2:8][CH2:9]1)(=[O:3])[CH3:2]. The catalyst class is: 50. (4) Reactant: [NH2:1][C:2]1[C:3]([I:38])=[C:4]([C:24]([NH:26][CH2:27][CH:28]([O:34]C(=O)C)[CH2:29][O:30]C(=O)C)=[O:25])[C:5]([I:23])=[C:6]([C:21]=1[I:22])[C:7]([NH:9][CH2:10][CH:11]([O:17]C(=O)C)[CH2:12][O:13]C(=O)C)=[O:8].[C:39](Cl)(=[O:62])[CH2:40][CH2:41][CH2:42][CH2:43][CH2:44][CH2:45][CH2:46][CH2:47][C:48]#[C:49][C:50]#[C:51][CH2:52][CH2:53][CH2:54][CH2:55][CH2:56][CH2:57][CH2:58][CH2:59][CH2:60][CH3:61].C(OCC)(=O)C. Product: [OH:17][CH:11]([CH2:12][OH:13])[CH2:10][NH:9][C:7](=[O:8])[C:6]1[C:21]([I:22])=[C:2]([NH:1][C:39](=[O:62])[CH2:40][CH2:41][CH2:42][CH2:43][CH2:44][CH2:45][CH2:46][CH2:47][C:48]#[C:49][C:50]#[C:51][CH2:52][CH2:53][CH2:54][CH2:55][CH2:56][CH2:57][CH2:58][CH2:59][CH2:60][CH3:61])[C:3]([I:38])=[C:4]([C:24]([NH:26][CH2:27][CH:28]([OH:34])[CH2:29][OH:30])=[O:25])[C:5]=1[I:23]. The catalyst class is: 4.